From a dataset of Forward reaction prediction with 1.9M reactions from USPTO patents (1976-2016). Predict the product of the given reaction. (1) Given the reactants C(C(C1C=[CH:26][C:25]([NH2:28])=[CH:24]C=1)C(O)=O)(OCC1C2C(=CC=CC=2)C2C1=CC=CC=2)=O.C1C=[CH:31][C:32]2[N:37](O)N=N[C:33]=2C=1.O.[CH3:40]N(C=O)C.C(Cl)Cl, predict the reaction product. The product is: [CH3:26][CH:25]([CH3:24])[N:28]=[C:40]=[N:37][CH:32]([CH3:33])[CH3:31]. (2) Given the reactants C(O[C:5](=[O:7])[CH3:6])(=O)C.[Cl:8][C:9]1[CH:17]=[CH:16][CH:15]=[C:14]2[C:10]=1[CH2:11][NH:12][CH2:13]2.CC1C=CN=C(N)C=1C.C(N(CC)CC)C.[OH-].[Na+], predict the reaction product. The product is: [C:5]([N:12]1[CH2:11][C:10]2[C:14](=[CH:15][CH:16]=[CH:17][C:9]=2[Cl:8])[CH2:13]1)(=[O:7])[CH3:6]. (3) Given the reactants O[CH:2]([C:4]1[CH:8]=[N:7][N:6]([CH2:9][C@@H:10]2[C@H:13]([NH:14][C:15](=[O:24])[O:16][CH2:17][C:18]3[CH:23]=[CH:22][CH:21]=[CH:20][CH:19]=3)[C:12](=[O:25])[NH:11]2)[N:5]=1)[CH3:3].[C:26]([O:30][C:31](/[N:33]=[C:34](\[NH:40][C:41](=[O:47])[O:42][C:43]([CH3:46])([CH3:45])[CH3:44])/[N:35]1[CH:39]=[CH:38][CH:37]=[N:36]1)=[O:32])([CH3:29])([CH3:28])[CH3:27].C1(P(C2C=CC=CC=2)C2C=CC=CC=2)C=CC=CC=1.CC(OC(/N=N/C(OC(C)C)=O)=O)C, predict the reaction product. The product is: [CH2:17]([O:16][C:15]([NH:14][C@@H:13]1[C:12](=[O:25])[NH:11][C@@H:10]1[CH2:9][N:6]1[N:5]=[C:4]([CH:2]([N:40](/[C:34](=[N:33]/[C:31]([O:30][C:26]([CH3:29])([CH3:28])[CH3:27])=[O:32])/[N:35]2[CH:39]=[CH:38][CH:37]=[N:36]2)[C:41](=[O:47])[O:42][C:43]([CH3:46])([CH3:45])[CH3:44])[CH3:3])[CH:8]=[N:7]1)=[O:24])[C:18]1[CH:23]=[CH:22][CH:21]=[CH:20][CH:19]=1. (4) The product is: [NH2:19][C@H:20]([CH2:28][N:29]([CH3:39])[C:30]([O:32][CH2:33][CH2:34][Si:35]([CH3:38])([CH3:37])[CH3:36])=[O:31])[C@@H:21]([CH:23]1[CH2:27][CH2:26][CH2:25][CH2:24]1)[OH:22]. Given the reactants CC1C=CC(S(O)(=O)=O)=CC=1.C(OC([NH:19][C@H:20]([CH2:28][N:29]([CH3:39])[C:30]([O:32][CH2:33][CH2:34][Si:35]([CH3:38])([CH3:37])[CH3:36])=[O:31])[C@@H:21]([CH:23]1[CH2:27][CH2:26][CH2:25][CH2:24]1)[OH:22])=O)(C)(C)C, predict the reaction product.